Dataset: Reaction yield outcomes from USPTO patents with 853,638 reactions. Task: Predict the reaction yield, written as a fraction of the theoretical maximum amount of product (1.0 means a 100% yield; for example, 0.34 means a 34% yield). (1) The catalyst is O1CCOCC1. The yield is 0.820. The product is [ClH:49].[C:1]([C:4]1[CH:5]=[CH:6][C:7]([C:8]([N:10]2[CH2:16][C@H:15]([NH:17][C:18](=[O:29])[C@@H:19]([NH2:21])[CH3:20])[C:14](=[O:30])[N:13]([CH2:31][C:32]3[C:41]4[C:36](=[CH:37][CH:38]=[CH:39][CH:40]=4)[CH:35]=[CH:34][C:33]=3[CH3:42])[C:12]3[CH:43]=[CH:44][CH:45]=[CH:46][C:11]2=3)=[O:9])=[CH:47][CH:48]=1)(=[O:3])[CH3:2]. The reactants are [C:1]([C:4]1[CH:48]=[CH:47][C:7]([C:8]([N:10]2[CH2:16][C@H:15]([NH:17][C:18](=[O:29])[C@@H:19]([NH:21]C(=O)OC(C)(C)C)[CH3:20])[C:14](=[O:30])[N:13]([CH2:31][C:32]3[C:41]4[C:36](=[CH:37][CH:38]=[CH:39][CH:40]=4)[CH:35]=[CH:34][C:33]=3[CH3:42])[C:12]3[CH:43]=[CH:44][CH:45]=[CH:46][C:11]2=3)=[O:9])=[CH:6][CH:5]=1)(=[O:3])[CH3:2].[ClH:49]. (2) The reactants are [NH2:1][C:2]1[C:11]2[C:6](=[C:7](I)[CH:8]=[CH:9][CH:10]=2)[N:5]=[N:4][C:3]=1[C:13]([NH:15][CH2:16][CH2:17][CH3:18])=[O:14].[CH3:19][C:20]1[CH:25]=[CH:24][C:23]([Sn](C)(C)C)=[CH:22][N:21]=1. No catalyst specified. The product is [NH2:1][C:2]1[C:11]2[C:6](=[C:7]([C:23]3[CH:22]=[N:21][C:20]([CH3:19])=[CH:25][CH:24]=3)[CH:8]=[CH:9][CH:10]=2)[N:5]=[N:4][C:3]=1[C:13]([NH:15][CH2:16][CH2:17][CH3:18])=[O:14]. The yield is 0.760. (3) The reactants are [NH2:1][C:2]1[C:3]([Cl:21])=[C:4]([CH:17]=[C:18]([Cl:20])[CH:19]=1)[CH2:5][C:6]1[N:7]=[CH:8][N:9]([S:11]([N:14]([CH3:16])[CH3:15])(=[O:13])=[O:12])[CH:10]=1.[CH2:22]([S:24](Cl)(=[O:26])=[O:25])[CH3:23]. No catalyst specified. The product is [Cl:21][C:3]1[C:2]([NH:1][S:24]([CH2:22][CH3:23])(=[O:26])=[O:25])=[CH:19][C:18]([Cl:20])=[CH:17][C:4]=1[CH2:5][C:6]1[N:7]=[CH:8][N:9]([S:11]([N:14]([CH3:16])[CH3:15])(=[O:13])=[O:12])[CH:10]=1. The yield is 0.590. (4) The reactants are Cl.[F:2][C:3]1[CH:4]=[CH:5][C:6]2[N:7]([C:9]([C:12](=[NH:14])[NH2:13])=[CH:10][N:11]=2)[CH:8]=1.C([O:17][CH:18]=[C:19]([C:25](OCC)=O)[C:20]([O:22][CH2:23][CH3:24])=[O:21])C.[O-]CC.[Na+].C(O)C. No catalyst specified. The product is [F:2][C:3]1[CH:4]=[CH:5][C:6]2[N:7]([C:9]([C:12]3[NH:13][C:18](=[O:17])[C:19]([C:20]([O:22][CH2:23][CH3:24])=[O:21])=[CH:25][N:14]=3)=[CH:10][N:11]=2)[CH:8]=1. The yield is 0.990.